Binary Classification. Given a miRNA mature sequence and a target amino acid sequence, predict their likelihood of interaction. From a dataset of Experimentally validated miRNA-target interactions with 360,000+ pairs, plus equal number of negative samples. The protein sequence of the target gene is MATRAQPGPLSQAGSAGVAALATVGVASGPGPGRPGPLQDETLGVASVPSQWRAVQGIRWETKSCQTASIATASASAQARNHVDAQVQTEAPVPVSVQPPSQYDIPRLAAFLRRVEAMVIRELNKNWQSHAFDGFEVNWTEQQQMVSCLYTLGYPPAQAQGLHVTSISWNSTGSVVACAYGRLDHGDWSTLKSFVCAWNLDRRDLRPQQPSAVVEVPSAVLCLAFHPTQPSHVAGGLYSGEVLVWDLSRLEDPLLWRTGLTDDTHTDPVSQVVWLPEPGHSHRFQVLSVATDGKVLLWQG.... Result: 0 (no interaction). The miRNA is mmu-miR-147-3p with sequence GUGUGCGGAAAUGCUUCUGCUA.